Dataset: Reaction yield outcomes from USPTO patents with 853,638 reactions. Task: Predict the reaction yield, written as a fraction of the theoretical maximum amount of product (1.0 means a 100% yield; for example, 0.34 means a 34% yield). (1) The reactants are [C:1]([O:5][C:6]([N:8]1[CH2:13][CH2:12][C:11]([NH:17][C:18]([O:20][C:21]([CH3:24])([CH3:23])[CH3:22])=[O:19])([C:14](O)=[O:15])[CH2:10][CH2:9]1)=[O:7])([CH3:4])([CH3:3])[CH3:2].CN(C(ON1N=NC2C=CC=NC1=2)=[N+](C)C)C.F[P-](F)(F)(F)(F)F.C(N(C(C)C)C(C)C)C.[Cl:58][C:59]1[CH:66]=[CH:65][C:62]([CH2:63][NH2:64])=[CH:61][CH:60]=1. The catalyst is O.ClCCl.CN(C=O)C. The product is [C:1]([O:5][C:6]([N:8]1[CH2:9][CH2:10][C:11]([NH:17][C:18]([O:20][C:21]([CH3:22])([CH3:24])[CH3:23])=[O:19])([C:14](=[O:15])[NH:64][CH2:63][C:62]2[CH:65]=[CH:66][C:59]([Cl:58])=[CH:60][CH:61]=2)[CH2:12][CH2:13]1)=[O:7])([CH3:4])([CH3:3])[CH3:2]. The yield is 0.860. (2) The reactants are [Cl:1][C:2]1[CH:3]=[C:4]([CH:6]=[CH:7][C:8]=1[F:9])[NH2:5].[C:10](Cl)(=[O:13])[CH2:11][CH3:12].C(N(CC)CC)C. The catalyst is C(Cl)Cl. The product is [Cl:1][C:2]1[CH:3]=[C:4]([NH:5][C:10](=[O:13])[CH2:11][CH3:12])[CH:6]=[CH:7][C:8]=1[F:9]. The yield is 0.963. (3) The reactants are [C:1]([CH2:3][P:4](=[O:11])([O:8][CH2:9][CH3:10])[O:5][CH2:6][CH3:7])#[N:2].C[Si]([N-][Si](C)(C)C)(C)C.[Na+].Br[CH2:23][C:24]([CH2:47][CH3:48])=[CH:25][CH2:26][C:27]1[C:35]([O:36][CH2:37][CH2:38][Si:39]([CH3:42])([CH3:41])[CH3:40])=[C:34]2[C:30]([CH2:31][O:32][C:33]2=[O:43])=[C:29]([CH3:44])[C:28]=1[O:45][CH3:46].[Cl-].[NH4+]. The catalyst is C1COCC1. The product is [CH2:6]([O:5][P:4]([CH:3]([C:1]#[N:2])[CH2:23][C:24]([CH2:47][CH3:48])=[CH:25][CH2:26][C:27]1[C:35]([O:36][CH2:37][CH2:38][Si:39]([CH3:42])([CH3:40])[CH3:41])=[C:34]2[C:30](=[C:29]([CH3:44])[C:28]=1[O:45][CH3:46])[CH2:31][O:32][C:33]2=[O:43])(=[O:11])[O:8][CH2:9][CH3:10])[CH3:7]. The yield is 0.420. (4) The reactants are C(N(CC)C(C)C)(C)C.[CH3:10][C@H:11]1[CH2:16][NH:15][C:14]2[CH:17]=[C:18]([C:21]3[CH:26]=[CH:25][C:24]([S:27]([CH3:30])(=[O:29])=[O:28])=[CH:23][CH:22]=3)[N:19]=[CH:20][C:13]=2[N:12]1[C:31](=[O:33])[CH3:32].[O:34]1[CH:38]=[CH:37][CH:36]=[C:35]1[C:39](Cl)=[O:40]. The catalyst is ClCCl. The product is [O:34]1[CH:38]=[CH:37][CH:36]=[C:35]1[C:39]([N:15]1[CH2:16][C@H:11]([CH3:10])[N:12]([C:31](=[O:33])[CH3:32])[C:13]2[CH:20]=[N:19][C:18]([C:21]3[CH:22]=[CH:23][C:24]([S:27]([CH3:30])(=[O:29])=[O:28])=[CH:25][CH:26]=3)=[CH:17][C:14]1=2)=[O:40]. The yield is 0.750. (5) The product is [CH2:2]([O:4][C:5](=[O:9])[C@H:6]([CH3:8])[NH:7][C:19]1[CH:24]=[CH:23][C:22]([F:25])=[CH:21][C:20]=1[N+:26]([O-:28])=[O:27])[CH3:3]. The reactants are Cl.[CH2:2]([O:4][C:5](=[O:9])[CH:6]([CH3:8])[NH2:7])[CH3:3].[OH-].[Na+].[O-]S([O-])(=O)=O.[Mg+2].F[C:19]1[CH:24]=[CH:23][C:22]([F:25])=[CH:21][C:20]=1[N+:26]([O-:28])=[O:27].C(N(CC)CC)C. The catalyst is ClCCl.C1(C)C=CC=CC=1.C(Cl)(Cl)Cl.C(OCC)(=O)C.CCCCCC. The yield is 0.430. (6) The reactants are Cl.[NH2:2][CH:3]1[CH2:11][C:10]2[C:5](=[CH:6][CH:7]=[CH:8][CH:9]=2)[CH2:4]1.C(N(CC)C(C)C)(C)C.[Cl:21][CH2:22][CH2:23][N:24]=[C:25]=[O:26]. The catalyst is C(#N)C. The product is [Cl:21][CH2:22][CH2:23][NH:24][C:25]([NH:2][CH:3]1[CH2:11][C:10]2[C:5](=[CH:6][CH:7]=[CH:8][CH:9]=2)[CH2:4]1)=[O:26]. The yield is 0.470.